From a dataset of Peptide-MHC class II binding affinity with 134,281 pairs from IEDB. Regression. Given a peptide amino acid sequence and an MHC pseudo amino acid sequence, predict their binding affinity value. This is MHC class II binding data. The peptide sequence is EKKYFAATQCEPLAA. The MHC is DRB1_1001 with pseudo-sequence DRB1_1001. The binding affinity (normalized) is 0.620.